This data is from Forward reaction prediction with 1.9M reactions from USPTO patents (1976-2016). The task is: Predict the product of the given reaction. (1) Given the reactants [NH2:1][C:2]1[CH:13]=[CH:12][C:5]([CH2:6][NH:7][S:8]([CH3:11])(=[O:10])=[O:9])=[CH:4][CH:3]=1.N1C=CC=CC=1.Cl[C:21]([O:23][C:24]1[CH:29]=[CH:28][CH:27]=[CH:26][CH:25]=1)=[O:22], predict the reaction product. The product is: [CH3:11][S:8]([NH:7][CH2:6][C:5]1[CH:12]=[CH:13][C:2]([NH:1][C:21](=[O:22])[O:23][C:24]2[CH:29]=[CH:28][CH:27]=[CH:26][CH:25]=2)=[CH:3][CH:4]=1)(=[O:10])=[O:9]. (2) The product is: [NH:42]([C:2]1[N:11]=[CH:10][CH:9]=[C:8]2[C:3]=1[CH:4]=[C:5]([C:36]1[CH:41]=[CH:40][CH:39]=[CH:38][CH:37]=1)[C:6]([C:12]1[CH:17]=[CH:16][C:15]([CH2:18][N:19]3[CH2:24][CH2:23][CH:22]([C:25]4[NH:29][C:28]([C:30]5[CH:35]=[CH:34][CH:33]=[CH:32][N:31]=5)=[N:27][N:26]=4)[CH2:21][CH2:20]3)=[CH:14][CH:13]=1)=[N:7]2)[NH2:43]. Given the reactants Cl[C:2]1[N:11]=[CH:10][CH:9]=[C:8]2[C:3]=1[CH:4]=[C:5]([C:36]1[CH:41]=[CH:40][CH:39]=[CH:38][CH:37]=1)[C:6]([C:12]1[CH:17]=[CH:16][C:15]([CH2:18][N:19]3[CH2:24][CH2:23][CH:22]([C:25]4[NH:29][C:28]([C:30]5[CH:35]=[CH:34][CH:33]=[CH:32][N:31]=5)=[N:27][N:26]=4)[CH2:21][CH2:20]3)=[CH:14][CH:13]=1)=[N:7]2.[NH2:42][NH2:43], predict the reaction product. (3) Given the reactants [Br:1][C:2]1[CH:3]=[C:4]([C:18]([OH:20])=O)[C:5]2[CH:6]=[N:7][N:8]([C:11]3[CH:16]=[CH:15][C:14]([F:17])=[CH:13][CH:12]=3)[C:9]=2[CH:10]=1.C1CN([P+](ON2N=NC3C=CC=CC2=3)(N2CCCC2)N2CCCC2)CC1.F[P-](F)(F)(F)(F)F.C(N(CC)CC)C.[NH2:61][CH2:62][C:63]1[CH:68]=[CH:67][C:66]([S:69]([NH:72][CH3:73])(=[O:71])=[O:70])=[CH:65][CH:64]=1, predict the reaction product. The product is: [CH3:73][NH:72][S:69]([C:66]1[CH:67]=[CH:68][C:63]([CH2:62][NH:61][C:18]([C:4]2[C:5]3[CH:6]=[N:7][N:8]([C:11]4[CH:12]=[CH:13][C:14]([F:17])=[CH:15][CH:16]=4)[C:9]=3[CH:10]=[C:2]([Br:1])[CH:3]=2)=[O:20])=[CH:64][CH:65]=1)(=[O:70])=[O:71]. (4) Given the reactants C(Cl)(=O)C(Cl)=O.[Br:7][C:8]1[CH:16]=[CH:15][C:11]([C:12]([OH:14])=O)=[C:10]([F:17])[CH:9]=1.FC1C=C(Br)C=CC=1C(Cl)=O.C(N(C(C)C)CC)(C)C.[NH:38]1[CH2:43][CH2:42][O:41][CH2:40][CH2:39]1, predict the reaction product. The product is: [Br:7][C:8]1[CH:16]=[CH:15][C:11]([C:12]([N:38]2[CH2:43][CH2:42][O:41][CH2:40][CH2:39]2)=[O:14])=[C:10]([F:17])[CH:9]=1. (5) Given the reactants [F:1][C:2]1([F:19])[CH2:7][N:6]([C:8]([O:10][C:11]([CH3:14])([CH3:13])[CH3:12])=[O:9])[CH2:5][CH:4]([C:15]([O:17]C)=[O:16])[CH2:3]1.[OH-].[Na+], predict the reaction product. The product is: [C:11]([O:10][C:8]([N:6]1[CH2:7][C:2]([F:1])([F:19])[CH2:3][CH:4]([C:15]([OH:17])=[O:16])[CH2:5]1)=[O:9])([CH3:14])([CH3:12])[CH3:13]. (6) Given the reactants Br[C:2]1[C:3]([O:12][CH3:13])=[CH:4][C:5]([O:10][CH3:11])=[C:6]([CH:9]=1)[CH:7]=[O:8].[CH3:14][C:15]1[C:19](B(O)O)=[C:18]([CH3:23])[O:17][N:16]=1, predict the reaction product. The product is: [CH3:14][C:15]1[C:19]([C:2]2[C:3]([O:12][CH3:13])=[CH:4][C:5]([O:10][CH3:11])=[C:6]([CH:9]=2)[CH:7]=[O:8])=[C:18]([CH3:23])[O:17][N:16]=1. (7) Given the reactants [NH2:1][C:2]1[CH:28]=[CH:27][C:5]([O:6][C:7]2[C:16]3[C:11](=[CH:12][C:13]([O:19][CH2:20][C:21]4[CH:26]=[CH:25][CH:24]=[CH:23][CH:22]=4)=[C:14]([C:17]#[N:18])[CH:15]=3)[N:10]=[CH:9][CH:8]=2)=[CH:4][C:3]=1[Cl:29].[N:30]1[CH:35]=C[CH:33]=[CH:32][CH:31]=1.C1([O:42]C(Cl)=O)C=CC=CC=1.C1(N)CC1, predict the reaction product. The product is: [CH2:20]([O:19][C:13]1[CH:12]=[C:11]2[C:16]([C:7]([O:6][C:5]3[CH:27]=[CH:28][C:2]([NH:1][C:35]([NH:30][CH:31]4[CH2:33][CH2:32]4)=[O:42])=[C:3]([Cl:29])[CH:4]=3)=[CH:8][CH:9]=[N:10]2)=[CH:15][C:14]=1[C:17]#[N:18])[C:21]1[CH:26]=[CH:25][CH:24]=[CH:23][CH:22]=1.